This data is from Forward reaction prediction with 1.9M reactions from USPTO patents (1976-2016). The task is: Predict the product of the given reaction. (1) The product is: [C:1]([O:5][C:6](=[O:40])[NH:7][C@H:8]([CH2:31][N:32]([C:33](=[O:35])[CH3:34])[OH:36])[CH2:9][C:10]1[CH:11]=[CH:12][C:13]([O:16][C:17]2[CH:22]=[CH:21][C:20]([O:23][C:24]3[CH:25]=[CH:26][C:27]([Cl:30])=[CH:28][CH:29]=3)=[CH:19][CH:18]=2)=[CH:14][CH:15]=1)([CH3:4])([CH3:2])[CH3:3]. Given the reactants [C:1]([O:5][C:6](=[O:40])[NH:7][C@H:8]([CH2:31][N:32]([O:36]C(=O)C)[C:33](=[O:35])[CH3:34])[CH2:9][C:10]1[CH:15]=[CH:14][C:13]([O:16][C:17]2[CH:22]=[CH:21][C:20]([O:23][C:24]3[CH:29]=[CH:28][C:27]([Cl:30])=[CH:26][CH:25]=3)=[CH:19][CH:18]=2)=[CH:12][CH:11]=1)([CH3:4])([CH3:3])[CH3:2].C[O-].[Na+], predict the reaction product. (2) Given the reactants [OH:1][N:2]=[C:3](Cl)[C:4]1[CH:9]=[CH:8][C:7]([C:10]([F:13])([F:12])[F:11])=[CH:6][CH:5]=1.[CH2:15]([OH:20])[CH2:16][CH2:17][C:18]#[CH:19].C(N(CC)CC)C.Cl, predict the reaction product. The product is: [F:11][C:10]([F:13])([F:12])[C:7]1[CH:8]=[CH:9][C:4]([C:3]2[CH:19]=[C:18]([CH2:17][CH2:16][CH2:15][OH:20])[O:1][N:2]=2)=[CH:5][CH:6]=1.